Dataset: Forward reaction prediction with 1.9M reactions from USPTO patents (1976-2016). Task: Predict the product of the given reaction. Given the reactants CCCCCC.[Li]CCCC.Br[C:13]1[CH:14]=[N:15][CH:16]=[C:17]([C:19]([CH3:27])([CH3:26])[O:20][SiH2:21][C:22]([CH3:25])([CH3:24])[CH3:23])[CH:18]=1.[C:28]([O-])(O)=[O:29].[Na+], predict the reaction product. The product is: [C:22]([SiH2:21][O:20][C:19]([CH3:27])([CH3:26])[C:17]1[CH:18]=[C:13]([CH:28]=[O:29])[CH:14]=[N:15][CH:16]=1)([CH3:25])([CH3:24])[CH3:23].